From a dataset of Full USPTO retrosynthesis dataset with 1.9M reactions from patents (1976-2016). Predict the reactants needed to synthesize the given product. (1) Given the product [N+:26]([C:29]1[CH:36]=[CH:35][C:32]([CH2:33][N:21]2[CH:22]=[C:17]([C:15]3[O:14][N:13]=[C:12]([C:9]4[CH:10]=[CH:11][C:6]([C:3]([CH3:5])([CH3:4])[C:2]([F:1])([F:24])[F:25])=[CH:7][CH:8]=4)[N:16]=3)[CH:18]=[CH:19][C:20]2=[O:23])=[CH:31][CH:30]=1)([O-:28])=[O:27], predict the reactants needed to synthesize it. The reactants are: [F:1][C:2]([F:25])([F:24])[C:3]([C:6]1[CH:11]=[CH:10][C:9]([C:12]2[N:16]=[C:15]([C:17]3[CH:18]=[CH:19][C:20](=[O:23])[NH:21][CH:22]=3)[O:14][N:13]=2)=[CH:8][CH:7]=1)([CH3:5])[CH3:4].[N+:26]([C:29]1[CH:36]=[CH:35][C:32]([CH2:33]Br)=[CH:31][CH:30]=1)([O-:28])=[O:27]. (2) Given the product [CH:1]1([CH:7]([NH:19][C:20]2[CH:21]=[CH:22][C:23]([C:26]([N:28]([CH3:36])[CH2:29][CH2:30][C:31]([OH:33])=[O:32])=[O:27])=[N:24][CH:25]=2)[C:8]2[O:9][C:10]3[CH:17]=[CH:16][C:15]([F:18])=[CH:14][C:11]=3[C:12]=2[CH3:13])[CH2:6][CH2:5][CH2:4][CH2:3][CH2:2]1, predict the reactants needed to synthesize it. The reactants are: [CH:1]1([CH:7]([NH:19][C:20]2[CH:21]=[CH:22][C:23]([C:26]([N:28]([CH3:36])[CH2:29][CH2:30][C:31]([O:33]CC)=[O:32])=[O:27])=[N:24][CH:25]=2)[C:8]2[O:9][C:10]3[CH:17]=[CH:16][C:15]([F:18])=[CH:14][C:11]=3[C:12]=2[CH3:13])[CH2:6][CH2:5][CH2:4][CH2:3][CH2:2]1.O1CCCC1.[OH-].[Na+]. (3) Given the product [Br:1][C:2]1[C:3]([O:24][CH2:35][O:36][CH3:37])=[CH:4][CH:5]=[C:6]2[C:11]=1[O:10][C:9]([CH:12]1[CH2:17][CH2:16][N:15]([C:18](=[O:21])[CH2:19][CH3:20])[CH2:14][CH2:13]1)=[C:8]([CH3:22])[C:7]2=[O:23], predict the reactants needed to synthesize it. The reactants are: [Br:1][C:2]1[C:3]([OH:24])=[CH:4][CH:5]=[C:6]2[C:11]=1[O:10][C:9]([CH:12]1[CH2:17][CH2:16][N:15]([C:18](=[O:21])[CH2:19][CH3:20])[CH2:14][CH2:13]1)=[C:8]([CH3:22])[C:7]2=[O:23].C(N(C(C)C)CC)(C)C.Cl[CH2:35][O:36][CH3:37].O. (4) Given the product [Cl:12][C:13]1[N:18]=[C:17]([NH:8][CH2:7][CH2:6][C:5]2[CH:9]=[CH:10][CH:11]=[C:3]([O:2][CH3:1])[CH:4]=2)[C:16]([Cl:20])=[CH:15][N:14]=1, predict the reactants needed to synthesize it. The reactants are: [CH3:1][O:2][C:3]1[CH:4]=[C:5]([CH:9]=[CH:10][CH:11]=1)[CH2:6][CH2:7][NH2:8].[Cl:12][C:13]1[N:18]=[C:17](Cl)[C:16]([Cl:20])=[CH:15][N:14]=1.C(=O)([O-])[O-].[K+].[K+]. (5) Given the product [Cl:1][C:2]1[C:9]([N+:10]([O-:12])=[O:11])=[CH:8][CH:7]=[CH:6][C:3]=1[CH:4]1[C:21]([C:22]([O:24][CH2:25][CH3:26])=[O:23])=[C:20]([CH2:27][CH2:28][CH3:29])[NH:13][C:14]2=[N:15][NH:16][CH:17]=[C:18]12, predict the reactants needed to synthesize it. The reactants are: [Cl:1][C:2]1[C:9]([N+:10]([O-:12])=[O:11])=[CH:8][CH:7]=[CH:6][C:3]=1[CH:4]=O.[NH2:13][C:14]1[CH:18]=[CH:17][NH:16][N:15]=1.O=[C:20]([CH2:27][CH2:28][CH3:29])[CH2:21][C:22]([O:24][CH2:25][CH3:26])=[O:23]. (6) Given the product [C:31]([O:1][CH2:2][C:3]1[C:4]([C:16]2[CH:21]=[CH:20][CH:19]=[CH:18][C:17]=2[O:22][CH3:23])=[CH:5][CH:6]=[C:7]2[C:12]=1[NH:11][C:10](=[O:13])[C:9]([CH3:14])([CH3:15])[NH:8]2)(=[O:38])[C:32]1[CH:37]=[CH:36][CH:35]=[CH:34][CH:33]=1, predict the reactants needed to synthesize it. The reactants are: [OH:1][CH2:2][C:3]1[C:4]([C:16]2[CH:21]=[CH:20][CH:19]=[CH:18][C:17]=2[O:22][CH3:23])=[CH:5][CH:6]=[C:7]2[C:12]=1[NH:11][C:10](=[O:13])[C:9]([CH3:15])([CH3:14])[NH:8]2.C(N(CC)CC)C.[C:31](Cl)(=[O:38])[C:32]1[CH:37]=[CH:36][CH:35]=[CH:34][CH:33]=1.C(OCC)(=O)C. (7) Given the product [F:27][C:25]([F:28])([F:26])[O:24][C:21]1[CH:22]=[CH:23][C:18]([CH:10]([C:7]2[CH:6]=[CH:5][C:4]([O:3][C:2]([F:29])([F:1])[F:30])=[CH:9][CH:8]=2)[C:11]2([OH:17])[CH2:16][CH2:15][N:14]([CH2:10][C:7]3[CH:8]=[CH:9][C:4]([O:34][C:31]4[CH:16]=[CH:11][CH:12]=[CH:13][N:14]=4)=[CH:5][CH:6]=3)[CH2:13][CH2:12]2)=[CH:19][CH:20]=1, predict the reactants needed to synthesize it. The reactants are: [F:1][C:2]([F:30])([F:29])[O:3][C:4]1[CH:9]=[CH:8][C:7]([CH:10]([C:18]2[CH:23]=[CH:22][C:21]([O:24][C:25]([F:28])([F:27])[F:26])=[CH:20][CH:19]=2)[C:11]2([OH:17])[CH2:16][CH2:15][NH:14][CH2:13][CH2:12]2)=[CH:6][CH:5]=1.[C:31](=[O:34])([O-])[O-].[K+].[K+]. (8) The reactants are: [NH2:1][C:2]1[CH:7]=[CH:6][CH:5]=[CH:4][C:3]=1[SH:8].S(S([O-])=O)([O-])(=O)=O.[Na+].[Na+].O.[CH3:19]N(C)C=O. Given the product [S:8]1[C:3]2[CH:4]=[CH:5][CH:6]=[CH:7][C:2]=2[N:1]=[CH:19]1, predict the reactants needed to synthesize it.